This data is from Forward reaction prediction with 1.9M reactions from USPTO patents (1976-2016). The task is: Predict the product of the given reaction. (1) Given the reactants [F:1][C:2]1[CH:7]=[CH:6][C:5]([N:8]2[C:12]([C:13]3[N:14]=[CH:15][NH:16][CH:17]=3)=[C:11]([CH3:18])[N:10]=[N:9]2)=[CH:4][CH:3]=1.Cl[C:20]1[CH:29]=[CH:28][C:23]([C:24]([O:26][CH3:27])=[O:25])=[CH:22][N:21]=1.C(=O)([O-])[O-].[K+].[K+].O, predict the reaction product. The product is: [F:1][C:2]1[CH:7]=[CH:6][C:5]([N:8]2[C:12]([C:13]3[N:14]=[CH:15][N:16]([C:20]4[CH:29]=[CH:28][C:23]([C:24]([O:26][CH3:27])=[O:25])=[CH:22][N:21]=4)[CH:17]=3)=[C:11]([CH3:18])[N:10]=[N:9]2)=[CH:4][CH:3]=1. (2) Given the reactants [CH3:1][C@H:2]([NH:7][C:8](=[O:19])[CH2:9][C:10](=[O:18])[CH2:11][CH2:12][CH2:13]CCCC)[CH2:3][C:4](=O)[CH3:5].[O-]CC.[Na+].Cl, predict the reaction product. The product is: [C:10]([C:9]1[C:8](=[O:19])[NH:7][C@@H:2]([CH3:1])[CH2:3][C:4]=1[CH3:5])(=[O:18])[CH2:11][CH2:12][CH3:13]. (3) Given the reactants [OH-].[Na+].[Br:3][C:4]1[CH:9]=[C:8]([O:10][CH2:11][CH:12]2[CH2:14][CH2:13]2)[CH:7]=[CH:6][C:5]=1[CH2:15][C:16]([O:18]CC1CC1)=[O:17].O, predict the reaction product. The product is: [Br:3][C:4]1[CH:9]=[C:8]([O:10][CH2:11][CH:12]2[CH2:13][CH2:14]2)[CH:7]=[CH:6][C:5]=1[CH2:15][C:16]([OH:18])=[O:17]. (4) Given the reactants [Br:1]Br.C([O:6][CH2:7][CH2:8][S:9]([C:12]1[CH:17]=[CH:16][C:15]([O:18][CH3:19])=[CH:14][CH:13]=1)(=[O:11])=[O:10])(=O)C.[O-]S([O-])=O.[Na+].[Na+].C([O-])(O)=O.[Na+], predict the reaction product. The product is: [Br:1][C:14]1[CH:13]=[C:12]([S:9]([CH2:8][CH2:7][OH:6])(=[O:11])=[O:10])[CH:17]=[CH:16][C:15]=1[O:18][CH3:19]. (5) Given the reactants CC1C(O)=C(OC)C(OC)=C(O)C=1C/C=C(/CCC=C(C)C)\C.[H-].[Na+].C(=O)(O)N.[NH2:30][CH2:31][CH2:32][C:33]1[CH:40]=[CH:39][C:37]([OH:38])=[C:35]([OH:36])[CH:34]=1, predict the reaction product. The product is: [NH2:30][CH2:31][CH2:32][C:33]1[CH:40]=[CH:39][C:37]([OH:38])=[C:35]([OH:36])[CH:34]=1. (6) Given the reactants [OH:1][C:2]1[N:14]2[C:5]([C:6]3[CH:7]=[C:8]([C:33]4[CH:38]=[CH:37][CH:36]=[CH:35][CH:34]=4)[C:9]([C:15]4[CH:20]=[CH:19][C:18]([C:21]5([NH:25][C:26](=[O:32])[O:27][C:28]([CH3:31])([CH3:30])[CH3:29])[CH2:24][CH2:23][CH2:22]5)=[CH:17][CH:16]=4)=[N:10][C:11]=3[CH:12]=[CH:13]2)=[N:4][N:3]=1.Br[CH2:40][CH3:41], predict the reaction product. The product is: [CH2:40]([O:1][C:2]1[N:14]2[C:5]([C:6]3[CH:7]=[C:8]([C:33]4[CH:34]=[CH:35][CH:36]=[CH:37][CH:38]=4)[C:9]([C:15]4[CH:16]=[CH:17][C:18]([C:21]5([NH:25][C:26](=[O:32])[O:27][C:28]([CH3:31])([CH3:30])[CH3:29])[CH2:24][CH2:23][CH2:22]5)=[CH:19][CH:20]=4)=[N:10][C:11]=3[CH:12]=[CH:13]2)=[N:4][N:3]=1)[CH3:41]. (7) Given the reactants C[O:2][C:3]1[CH:8]=[CH:7][C:6]([N:9]2[CH:17]=[C:16]3[C:11]([CH:12]=[CH:13][CH:14]=[CH:15]3)=[N:10]2)=[C:5]([CH3:18])[CH:4]=1.B(Br)(Br)Br, predict the reaction product. The product is: [N:10]1[N:9]([C:6]2[CH:7]=[CH:8][C:3]([OH:2])=[CH:4][C:5]=2[CH3:18])[CH:17]=[C:16]2[C:11]=1[CH:12]=[CH:13][CH:14]=[CH:15]2. (8) Given the reactants [F:1][C:2]([F:11])([F:10])[C:3]1[CH:9]=[CH:8][C:6]([NH2:7])=[CH:5][CH:4]=1.C(N(CC)CC)C.[Cl-].ClC1N(C)CC[NH+]1C.[CH3:28][O:29][C:30]1[C:31](=[O:54])[C:32]([CH3:53])=[C:33]([CH2:39][C:40]2[C:41]([O:49][C:50](=[O:52])[CH3:51])=[C:42]([CH:46]=[CH:47][CH:48]=2)[C:43](O)=[O:44])[C:34](=[O:38])[C:35]=1[O:36][CH3:37], predict the reaction product. The product is: [CH3:28][O:29][C:30]1[C:31](=[O:54])[C:32]([CH3:53])=[C:33]([CH2:39][C:40]2[C:41]([O:49][C:50](=[O:52])[CH3:51])=[C:42]([CH:46]=[CH:47][CH:48]=2)[C:43]([NH:7][C:6]2[CH:8]=[CH:9][C:3]([C:2]([F:10])([F:11])[F:1])=[CH:4][CH:5]=2)=[O:44])[C:34](=[O:38])[C:35]=1[O:36][CH3:37]. (9) Given the reactants CC1(C)[O:6][C@@H:5]([CH2:7][CH2:8][NH:9][C:10]([CH:12]2[CH:16]([C:17]3[CH:22]=[CH:21][CH:20]=[C:19]([Cl:23])[C:18]=3[F:24])[C:15]([C:27]3[CH:32]=[CH:31][C:30]([Cl:33])=[CH:29][C:28]=3[F:34])([C:25]#[N:26])[CH:14]([CH2:35][C:36]3([CH2:42][OH:43])[CH2:41][CH2:40][CH:39]=[CH:38][CH2:37]3)[NH:13]2)=[O:11])[CH2:4][O:3]1.Cl, predict the reaction product. The product is: [OH:6][C@H:5]([CH2:4][OH:3])[CH2:7][CH2:8][NH:9][C:10]([CH:12]1[CH:16]([C:17]2[CH:22]=[CH:21][CH:20]=[C:19]([Cl:23])[C:18]=2[F:24])[C:15]([C:27]2[CH:32]=[CH:31][C:30]([Cl:33])=[CH:29][C:28]=2[F:34])([C:25]#[N:26])[CH:14]([CH2:35][C:36]2([CH2:42][OH:43])[CH2:41][CH2:40][CH:39]=[CH:38][CH2:37]2)[NH:13]1)=[O:11].